Dataset: Catalyst prediction with 721,799 reactions and 888 catalyst types from USPTO. Task: Predict which catalyst facilitates the given reaction. (1) Reactant: C1(P(C2C=CC=CC=2)C2C=CC=CC=2)C=CC=CC=1.O[CH2:21][CH2:22][CH2:23][CH2:24][CH2:25][CH2:26][C:27]#[CH:28].C(Br)(Br)(Br)[Br:30]. Product: [Br:30][CH2:21][CH2:22][CH2:23][CH2:24][CH2:25][CH2:26][C:27]#[CH:28]. The catalyst class is: 4. (2) Reactant: FC(F)(F)C(O)=O.C(OC([N:15]1[CH2:20][CH2:19][N:18]([C:21]2[CH:26]=[CH:25][C:24]([NH:27][C:28]([NH:30][C:31]3[CH:36]=[C:35]([CH3:37])[CH:34]=[CH:33][C:32]=3[O:38][CH3:39])=[O:29])=[CH:23][CH:22]=2)[CH2:17][CH:16]1[CH3:40])=O)(C)(C)C.C1(OC)C=CC=CC=1. Product: [CH3:39][O:38][C:32]1[CH:33]=[CH:34][C:35]([CH3:37])=[CH:36][C:31]=1[NH:30][C:28]([NH:27][C:24]1[CH:23]=[CH:22][C:21]([N:18]2[CH2:19][CH2:20][NH:15][CH:16]([CH3:40])[CH2:17]2)=[CH:26][CH:25]=1)=[O:29]. The catalyst class is: 4. (3) Reactant: FC(F)(F)C(O)=O.C([O:12][C:13](=[O:46])[C@H:14]([NH:21][C:22]([C:24]1[S:45][C:27]2=[CH:28][N:29]=[CH:30][C:31]([NH:32][C:33]3[CH:38]=[CH:37][C:36]([C:39]4[CH:44]=[CH:43][CH:42]=[CH:41][CH:40]=4)=[CH:35][CH:34]=3)=[C:26]2[CH:25]=1)=[O:23])[CH2:15][O:16]C(C)(C)C)(C)(C)C. Product: [C:36]1([C:39]2[CH:40]=[CH:41][CH:42]=[CH:43][CH:44]=2)[CH:35]=[CH:34][C:33]([NH:32][C:31]2[CH:30]=[N:29][CH:28]=[C:27]3[S:45][C:24]([C:22]([NH:21][C@H:14]([CH2:15][OH:16])[C:13]([OH:46])=[O:12])=[O:23])=[CH:25][C:26]=23)=[CH:38][CH:37]=1. The catalyst class is: 2. (4) Reactant: C[O:2][C:3](=O)[CH:4]=[CH:5][C:6]1[CH:7]=[C:8]2[C:13](=[CH:14][CH:15]=1)[N:12]=[CH:11][N:10]=[C:9]2[O:16][C:17]1[CH:22]=[CH:21][CH:20]=[CH:19][CH:18]=1.CC(C[AlH]CC(C)C)C. Product: [O:16]([C:9]1[C:8]2[C:13](=[CH:14][CH:15]=[C:6]([CH:5]=[CH:4][CH2:3][OH:2])[CH:7]=2)[N:12]=[CH:11][N:10]=1)[C:17]1[CH:18]=[CH:19][CH:20]=[CH:21][CH:22]=1. The catalyst class is: 11.